This data is from Catalyst prediction with 721,799 reactions and 888 catalyst types from USPTO. The task is: Predict which catalyst facilitates the given reaction. (1) Reactant: [H-].[Na+].[CH2:3]([O:10][C:11]1[CH:16]=[CH:15][C:14]([OH:17])=[CH:13][CH:12]=1)[C:4]1[CH:9]=[CH:8][CH:7]=[CH:6][CH:5]=1.[CH3:18][NH:19][C:20]([C:22]1[CH:27]=[C:26](OC2C=CC([N+]([O-])=O)=C([N+]([O-])=O)C=2)[CH:25]=[CH:24][N:23]=1)=[O:21]. Product: [CH3:18][NH:19][C:20]([C:22]1[CH:27]=[C:26]([O:17][C:14]2[CH:13]=[CH:12][C:11]([O:10][CH2:3][C:4]3[CH:5]=[CH:6][CH:7]=[CH:8][CH:9]=3)=[CH:16][CH:15]=2)[CH:25]=[CH:24][N:23]=1)=[O:21]. The catalyst class is: 3. (2) Reactant: [O-]S([O-])(=O)=O.[Mg+2].[N:7]1[CH:12]=[CH:11][CH:10]=[CH:9][C:8]=1[CH:13]=O.[NH2:15][C@H:16]([CH:19]([CH3:21])[CH3:20])[CH2:17][OH:18]. Product: [CH3:20][CH:19]([CH3:21])[C@@H:16](/[N:15]=[CH:13]/[C:8]1[CH:9]=[CH:10][CH:11]=[CH:12][N:7]=1)[CH2:17][OH:18]. The catalyst class is: 2. (3) Reactant: [CH2:1]([N:3]([CH2:20][CH3:21])[C:4]1[CH:19]=[CH:18][C:7]([C:8]([NH:10][C:11]2[CH:16]=[CH:15][C:14]([F:17])=[CH:13][CH:12]=2)=O)=[CH:6][CH:5]=1)[CH3:2].[CH3:22][C:23]([CH3:28])([CH3:27])[C:24](Cl)=[O:25].C(N(CC)CC)C. The catalyst class is: 7. Product: [CH2:1]([N:3]([CH2:20][CH3:21])[C:4]1[CH:19]=[CH:18][C:7]([CH2:8][N:10]([C:11]2[CH:16]=[CH:15][C:14]([F:17])=[CH:13][CH:12]=2)[C:24](=[O:25])[C:23]([CH3:28])([CH3:27])[CH3:22])=[CH:6][CH:5]=1)[CH3:2]. (4) Reactant: [N:1]1([C:7]2[NH:11][C:10]3[CH:12]=[C:13]([C:16]([F:19])([F:18])[F:17])[CH:14]=[CH:15][C:9]=3[N:8]=2)[CH2:6][CH2:5][NH:4][CH2:3][CH2:2]1.[Cl:20][C:21]1[CH:28]=[CH:27][CH:26]=[C:25]([Cl:29])[C:22]=1[CH2:23]Br.C([O-])(O)=O.[Na+].O. Product: [Cl:20][C:21]1[CH:28]=[CH:27][CH:26]=[C:25]([Cl:29])[C:22]=1[CH2:23][N:4]1[CH2:5][CH2:6][N:1]([C:7]2[NH:11][C:10]3[CH:12]=[C:13]([C:16]([F:19])([F:17])[F:18])[CH:14]=[CH:15][C:9]=3[N:8]=2)[CH2:2][CH2:3]1. The catalyst class is: 3. (5) Reactant: Br[C:2]1[N:3]=[C:4]2[C:9]([NH:10][C@H:11]3[C@@H:15]([CH3:16])[CH2:14][N:13]([C:17]([O:19][C:20]([CH3:23])([CH3:22])[CH3:21])=[O:18])[CH2:12]3)=[C:8]([C:24](=[O:26])[NH2:25])[CH:7]=[N:6][N:5]2[CH:27]=1.[CH3:28][N:29]1[CH:33]=[C:32](B2OC(C)(C)C(C)(C)O2)[CH:31]=[N:30]1.P([O-])([O-])([O-])=O.[K+].[K+].[K+]. Product: [C:24]([C:8]1[CH:7]=[N:6][N:5]2[CH:27]=[C:2]([C:32]3[CH:31]=[N:30][N:29]([CH3:28])[CH:33]=3)[N:3]=[C:4]2[C:9]=1[NH:10][C@H:11]1[C@@H:15]([CH3:16])[CH2:14][N:13]([C:17]([O:19][C:20]([CH3:23])([CH3:22])[CH3:21])=[O:18])[CH2:12]1)(=[O:26])[NH2:25]. The catalyst class is: 819.